Predict the reactants needed to synthesize the given product. From a dataset of Full USPTO retrosynthesis dataset with 1.9M reactions from patents (1976-2016). (1) The reactants are: [CH3:1][S:2]([OH:5])(=[O:4])=[O:3].[Cl:6][C:7]1[N:11]2[CH:12]=[CH:13][CH:14]=[CH:15][C:10]2=[N:9][C:8]=1[CH2:16][O:17][C:18]1[CH:23]=[CH:22][C:21]([C:24]2[C:25](=[O:39])[C:26]([CH3:38])([CH3:37])[O:27][C:28]=2[C:29]2[CH:34]=[CH:33][C:32]([O:35][CH3:36])=[CH:31][CH:30]=2)=[CH:20][CH:19]=1. Given the product [CH3:1][S:2]([OH:5])(=[O:4])=[O:3].[Cl:6][C:7]1[N:11]2[CH:12]=[CH:13][CH:14]=[CH:15][C:10]2=[N:9][C:8]=1[CH2:16][O:17][C:18]1[CH:19]=[CH:20][C:21]([C:24]2[C:25](=[O:39])[C:26]([CH3:37])([CH3:38])[O:27][C:28]=2[C:29]2[CH:34]=[CH:33][C:32]([O:35][CH3:36])=[CH:31][CH:30]=2)=[CH:22][CH:23]=1, predict the reactants needed to synthesize it. (2) Given the product [C:1]([O:5][C:6](=[O:27])[NH:7][CH2:8][CH2:9][CH2:10][N:11]1[CH2:12][CH:13]2[O:19][CH:17]([CH2:16][NH:15][CH2:14]2)[CH2:18]1)([CH3:4])([CH3:2])[CH3:3], predict the reactants needed to synthesize it. The reactants are: [C:1]([O:5][C:6](=[O:27])[NH:7][CH2:8][CH2:9][CH2:10][N:11]1[CH2:18][CH:17]2[O:19][CH:13]([CH2:14][N:15](CC3C=CC=CC=3)[CH2:16]2)[CH2:12]1)([CH3:4])([CH3:3])[CH3:2]. (3) Given the product [CH2:9]([NH:1][CH:2]1[CH2:7][CH2:6][CH:5]([OH:8])[CH2:4][CH2:3]1)[C:10]1[CH:15]=[CH:14][CH:13]=[CH:12][CH:11]=1, predict the reactants needed to synthesize it. The reactants are: [NH2:1][C@H:2]1[CH2:7][CH2:6][C@H:5]([OH:8])[CH2:4][CH2:3]1.[CH:9](=O)[C:10]1[CH:15]=[CH:14][CH:13]=[CH:12][CH:11]=1.[BH4-].[Na+]. (4) Given the product [C:1]([C:5]1[CH:10]=[CH:9][N:8]=[C:7]([NH:11][C:17](=[O:18])[C:16]2[CH:20]=[CH:21][C:13]([Cl:12])=[N:14][CH:15]=2)[N:6]=1)([CH3:4])([CH3:2])[CH3:3], predict the reactants needed to synthesize it. The reactants are: [C:1]([C:5]1[CH:10]=[CH:9][N:8]=[C:7]([NH2:11])[N:6]=1)([CH3:4])([CH3:3])[CH3:2].[Cl:12][C:13]1[CH:21]=[CH:20][C:16]([C:17](Cl)=[O:18])=[CH:15][N:14]=1.ClC1C=CC(C(NC2C=CC(I)=C(C)C=2)=O)=CN=1.